Dataset: Buchwald-Hartwig C-N cross coupling reaction yields with 55,370 reactions. Task: Predict the reaction yield, written as a fraction of the theoretical maximum amount of product (1.0 means a 100% yield; for example, 0.34 means a 34% yield). (1) The reactants are CCc1ccc(I)cc1.Cc1ccc(N)cc1.O=S(=O)(O[Pd]1c2ccccc2-c2ccccc2N~1)C(F)(F)F.CC(C)c1cc(C(C)C)c(-c2ccccc2P(C2CCCCC2)C2CCCCC2)c(C(C)C)c1.CN(C)C(=NC(C)(C)C)N(C)C.Cc1ccno1. No catalyst specified. The product is CCc1ccc(Nc2ccc(C)cc2)cc1. The yield is 0.282. (2) The reactants are CCc1ccc(Br)cc1.Cc1ccc(N)cc1.O=S(=O)(O[Pd]1c2ccccc2-c2ccccc2N~1)C(F)(F)F.COc1ccc(OC)c(P([C@]23C[C@H]4C[C@H](C[C@H](C4)C2)C3)[C@]23C[C@H]4C[C@H](C[C@H](C4)C2)C3)c1-c1c(C(C)C)cc(C(C)C)cc1C(C)C.CN1CCCN2CCCN=C12.c1ccc(-c2cnoc2)cc1. No catalyst specified. The product is CCc1ccc(Nc2ccc(C)cc2)cc1. The yield is 0.494. (3) The yield is 0.333. The product is Cc1ccc(Nc2ccc(C(F)(F)F)cc2)cc1. No catalyst specified. The reactants are FC(F)(F)c1ccc(Br)cc1.Cc1ccc(N)cc1.O=S(=O)(O[Pd]1c2ccccc2-c2ccccc2N~1)C(F)(F)F.COc1ccc(OC)c(P([C@]23C[C@H]4C[C@H](C[C@H](C4)C2)C3)[C@]23C[C@H]4C[C@H](C[C@H](C4)C2)C3)c1-c1c(C(C)C)cc(C(C)C)cc1C(C)C.CN(C)C(=NC(C)(C)C)N(C)C.Cc1cc(C)on1. (4) The reactants are COc1ccc(I)cc1.Cc1ccc(N)cc1.O=S(=O)(O[Pd]1c2ccccc2-c2ccccc2N~1)C(F)(F)F.CC(C)c1cc(C(C)C)c(-c2ccccc2P(C(C)(C)C)C(C)(C)C)c(C(C)C)c1.CCN=P(N=P(N(C)C)(N(C)C)N(C)C)(N(C)C)N(C)C.COC(=O)c1ccno1. No catalyst specified. The product is COc1ccc(Nc2ccc(C)cc2)cc1. The yield is 0.138. (5) The reactants are Ic1ccccn1.Cc1ccc(N)cc1.O=S(=O)(O[Pd]1c2ccccc2-c2ccccc2N~1)C(F)(F)F.COc1ccc(OC)c(P([C@]23C[C@H]4C[C@H](C[C@H](C4)C2)C3)[C@]23C[C@H]4C[C@H](C[C@H](C4)C2)C3)c1-c1c(C(C)C)cc(C(C)C)cc1C(C)C.CN(C)C(=NC(C)(C)C)N(C)C.Cc1cc(C)on1. The product is Cc1ccc(Nc2ccccn2)cc1. The yield is 0.464. No catalyst specified. (6) The reactants are Ic1ccccn1.Cc1ccc(N)cc1.O=S(=O)(O[Pd]1c2ccccc2-c2ccccc2N~1)C(F)(F)F.CC(C)c1cc(C(C)C)c(-c2ccccc2P(C2CCCCC2)C2CCCCC2)c(C(C)C)c1.CN(C)C(=NC(C)(C)C)N(C)C.Fc1cccc(F)c1-c1ccno1. No catalyst specified. The product is Cc1ccc(Nc2ccccn2)cc1. The yield is 0.266. (7) The reactants are COc1ccc(I)cc1.Cc1ccc(N)cc1.O=S(=O)(O[Pd]1c2ccccc2-c2ccccc2N~1)C(F)(F)F.CC(C)c1cc(C(C)C)c(-c2ccccc2P(C2CCCCC2)C2CCCCC2)c(C(C)C)c1.CN(C)C(=NC(C)(C)C)N(C)C.COC(=O)c1cc(-c2ccco2)on1. No catalyst specified. The product is COc1ccc(Nc2ccc(C)cc2)cc1. The yield is 0.0843. (8) The reactants are Ic1cccnc1.Cc1ccc(N)cc1.O=S(=O)(O[Pd]1c2ccccc2-c2ccccc2N~1)C(F)(F)F.CC(C)c1cc(C(C)C)c(-c2ccccc2P(C2CCCCC2)C2CCCCC2)c(C(C)C)c1.CCN=P(N=P(N(C)C)(N(C)C)N(C)C)(N(C)C)N(C)C.c1ccc2nocc2c1. No catalyst specified. The product is Cc1ccc(Nc2cccnc2)cc1. The yield is 0.0968.